Dataset: Peptide-MHC class II binding affinity with 134,281 pairs from IEDB. Task: Regression. Given a peptide amino acid sequence and an MHC pseudo amino acid sequence, predict their binding affinity value. This is MHC class II binding data. (1) The peptide sequence is GELEFEEFVSLASRF. The MHC is DRB1_1201 with pseudo-sequence DRB1_1201. The binding affinity (normalized) is 0.263. (2) The peptide sequence is SLAEGIVLASA. The MHC is DRB3_0202 with pseudo-sequence DRB3_0202. The binding affinity (normalized) is 0. (3) The peptide sequence is KKEGNTSLLWNGPMAVS. The MHC is HLA-DQA10201-DQB10301 with pseudo-sequence HLA-DQA10201-DQB10301. The binding affinity (normalized) is 0.710. (4) The peptide sequence is VVVHITDDNEEPIAA. The MHC is DRB4_0101 with pseudo-sequence DRB4_0103. The binding affinity (normalized) is 0. (5) The peptide sequence is HVCWLEASMLLDNME. The MHC is DRB3_0202 with pseudo-sequence DRB3_0202. The binding affinity (normalized) is 0. (6) The peptide sequence is GGTVIRNPLSRNSTH. The MHC is DRB1_0901 with pseudo-sequence DRB1_0901. The binding affinity (normalized) is 0.345. (7) The peptide sequence is SEFIKFAEGRRGAAE. The MHC is HLA-DQA10501-DQB10402 with pseudo-sequence HLA-DQA10501-DQB10402. The binding affinity (normalized) is 0.542.